Dataset: Full USPTO retrosynthesis dataset with 1.9M reactions from patents (1976-2016). Task: Predict the reactants needed to synthesize the given product. (1) Given the product [NH2:8][CH:9]1[CH2:14][CH2:13][CH:12]([C:15]([NH:17][C:18]2[CH:33]=[CH:32][C:31]([Cl:34])=[CH:30][C:19]=2[C:20]([NH:22][C:23]2[CH:28]=[CH:27][C:26]([Cl:29])=[CH:25][N:24]=2)=[O:21])=[O:16])[CH2:11][CH2:10]1, predict the reactants needed to synthesize it. The reactants are: C(OC([NH:8][CH:9]1[CH2:14][CH2:13][CH:12]([C:15]([NH:17][C:18]2[CH:33]=[CH:32][C:31]([Cl:34])=[CH:30][C:19]=2[C:20]([NH:22][C:23]2[CH:28]=[CH:27][C:26]([Cl:29])=[CH:25][N:24]=2)=[O:21])=[O:16])[CH2:11][CH2:10]1)=O)(C)(C)C. (2) Given the product [Cl:19][C:17]1[CH:16]=[CH:15][C:14]2[N:8]([CH2:7][C:6]([CH3:43])([CH3:44])[CH2:5][OH:4])[C:9](=[O:42])[C@@H:10]([CH2:30][C:31]3[N:32]=[C:33]([CH3:41])[S:34][C:35]=3[C:36]([OH:38])=[O:37])[O:11][C@H:12]([C:20]3[CH:25]=[CH:24][CH:23]=[C:22]([O:26][CH3:27])[C:21]=3[O:28][CH3:29])[C:13]=2[CH:18]=1, predict the reactants needed to synthesize it. The reactants are: C([O:4][CH2:5][C:6]([CH3:44])([CH3:43])[CH2:7][N:8]1[C:14]2[CH:15]=[CH:16][C:17]([Cl:19])=[CH:18][C:13]=2[C@@H:12]([C:20]2[CH:25]=[CH:24][CH:23]=[C:22]([O:26][CH3:27])[C:21]=2[O:28][CH3:29])[O:11][C@H:10]([CH2:30][C:31]2[N:32]=[C:33]([CH3:41])[S:34][C:35]=2[C:36]([O:38]CC)=[O:37])[C:9]1=[O:42])(=O)C.[OH-].[Na+].C(O)C. (3) Given the product [CH3:3][O:4][C:5]12[CH2:1][CH:2]3[CH2:16][CH:7]([CH2:8][CH:9]([N:10]3[C:17]([O:19][C:20]([CH3:23])([CH3:22])[CH3:21])=[O:18])[CH2:15]1)[CH2:14]2, predict the reactants needed to synthesize it. The reactants are: [CH2:1]1[CH2:5][O:4][CH2:3][CH2:2]1.O[C:7]12[CH2:16]C3CC([CH2:15][CH:9]([N:10]3[C:17]([O:19][C:20]([CH3:23])([CH3:22])[CH3:21])=[O:18])[CH2:8]1)[CH2:14]2.[H-].[K+].CI. (4) Given the product [Br:1][C:2]1[CH:21]=[CH:20][C:5]([O:6][C:7]2[N:14]=[C:13]([NH:15][CH2:16][CH2:17][O:18][CH3:19])[CH:12]=[CH:11][C:8]=2[C:9]#[N:10])=[CH:4][C:3]=1[CH:22]=[O:23], predict the reactants needed to synthesize it. The reactants are: [Br:1][C:2]1[CH:21]=[CH:20][C:5]([O:6][C:7]2[N:14]=[C:13]([NH:15][CH2:16][CH2:17][O:18][CH3:19])[CH:12]=[CH:11][C:8]=2[C:9]#[N:10])=[CH:4][C:3]=1[CH:22]1OCC[O:23]1.Cl.O. (5) Given the product [N:1]12[CH2:6][CH2:5][C:4]([O:9][C:10](=[O:36])[NH:11][C:12]3[CH:17]=[C:16]([CH2:18][CH2:19][CH2:20][N:21]([C:23]([O:25][C:26]([CH3:28])([CH3:29])[CH3:27])=[O:24])[CH3:22])[CH:15]=[CH:14][C:13]=3[C:30]3[CH:31]=[CH:32][CH:33]=[CH:34][CH:35]=3)([CH2:7][CH2:8]1)[CH2:3][CH2:2]2, predict the reactants needed to synthesize it. The reactants are: [N:1]12[CH2:8][CH2:7][C:4]([O:9][C:10](=[O:36])[NH:11][C:12]3[CH:17]=[C:16](/[CH:18]=[CH:19]/[CH2:20][N:21]([C:23]([O:25][C:26]([CH3:29])([CH3:28])[CH3:27])=[O:24])[CH3:22])[CH:15]=[CH:14][C:13]=3[C:30]3[CH:35]=[CH:34][CH:33]=[CH:32][CH:31]=3)([CH2:5][CH2:6]1)[CH2:3][CH2:2]2.[H][H].